From a dataset of Blood-brain barrier permeability classification from the B3DB database. Regression/Classification. Given a drug SMILES string, predict its absorption, distribution, metabolism, or excretion properties. Task type varies by dataset: regression for continuous measurements (e.g., permeability, clearance, half-life) or binary classification for categorical outcomes (e.g., BBB penetration, CYP inhibition). Dataset: b3db_classification. (1) The molecule is CCC(=O)O[C@]1(C(=O)SCF)[C@H](C)C[C@H]2[C@@H]3C[C@H](F)C4=CC(=O)C=C[C@]4(C)[C@@]3(F)[C@@H](O)C[C@@]21C. The result is 1 (penetrates BBB). (2) The drug is CC1CN(C)CC2Cc3c(ccc4ccccc34)OC12O. The result is 1 (penetrates BBB). (3) The drug is CN=C(NC#N)NCCSCc1nc[nH]c1C. The result is 0 (does not penetrate BBB). (4) The compound is O=C(NCCCOc1cccc(CN2CCCCC2)c1)c1ccccc1. The result is 1 (penetrates BBB). (5) The compound is CC1(C)S[C@@H]2[C@H](NC(=O)[C@@H](C(=O)Oc3ccc4c(c3)CCC4)c3ccccc3)C(=O)N2[C@H]1C(=O)O. The result is 0 (does not penetrate BBB).